The task is: Predict the reactants needed to synthesize the given product.. This data is from Full USPTO retrosynthesis dataset with 1.9M reactions from patents (1976-2016). (1) Given the product [F:20][C:21]1[C:22]([O:15][C:10]2[CH:9]=[CH:14][CH:13]=[CH:12][CH:11]=2)=[C:23]([F:28])[CH:24]=[CH:25][C:26]=1[CH3:27], predict the reactants needed to synthesize it. The reactants are: O([C:9]1[CH:14]=[CH:13][CH:12]=[CH:11][C:10]=1[O:15][Si](C)(C)C)S(C(F)(F)F)(=O)=O.[F:20][C:21]1[C:26]([CH3:27])=[CH:25][CH:24]=[C:23]([F:28])[C:22]=1O.[F-].[Cs+]. (2) Given the product [CH3:19][C:3]1[N:4]([C:13]2[CH2:14][O:15][C:16](=[O:18])[CH:17]=2)[C:5](=[O:12])[C:6]2([CH2:7][CH2:8][NH:9][CH2:10][CH2:11]2)[CH:2]=1, predict the reactants needed to synthesize it. The reactants are: I[CH:2]1[C:6]2([CH2:11][CH2:10][NH:9][CH2:8][CH2:7]2)[C:5](=[O:12])[N:4]([C:13]2[CH2:14][O:15][C:16](=[O:18])[CH:17]=2)[CH:3]1[CH3:19].C(C1CCCCN2CCCN=C12)C.